The task is: Predict the reaction yield, written as a fraction of the theoretical maximum amount of product (1.0 means a 100% yield; for example, 0.34 means a 34% yield).. This data is from Reaction yield outcomes from USPTO patents with 853,638 reactions. (1) The yield is 0.770. The reactants are [CH3:1][S:2]([C:4]1[CH:10]=[CH:9][CH:8]=[CH:7][C:5]=1[NH2:6])=[O:3].P(=O)(O)(O)O.[N+]([O-])(O)=O.[N:20]([O-])=O.[Na+].C([O-])(=O)C.[K+].[C:29]([CH2:32][C:33](=[O:35])[CH3:34])(=[O:31])[CH3:30]. The catalyst is O.C(O)C. The product is [CH3:1][S:2]([C:4]1[CH:10]=[CH:9][CH:8]=[CH:7][C:5]=1[NH:6][N:20]=[C:32]([C:33](=[O:35])[CH3:34])[C:29](=[O:31])[CH3:30])=[O:3]. (2) The reactants are Br[C:2]1[CH:7]=[CH:6][C:5]([F:8])=[CH:4][C:3]=1[OH:9].[S:10]1[CH:14]=[CH:13][CH:12]=[C:11]1B(O)O.C(=O)([O-])[O-].[Na+].[Na+]. The catalyst is O1CCOCC1.C1C=CC([P]([Pd]([P](C2C=CC=CC=2)(C2C=CC=CC=2)C2C=CC=CC=2)([P](C2C=CC=CC=2)(C2C=CC=CC=2)C2C=CC=CC=2)[P](C2C=CC=CC=2)(C2C=CC=CC=2)C2C=CC=CC=2)(C2C=CC=CC=2)C2C=CC=CC=2)=CC=1. The product is [S:10]1[CH:14]=[CH:13][CH:12]=[C:11]1[C:2]1[CH:7]=[CH:6][C:5]([F:8])=[CH:4][C:3]=1[OH:9]. The yield is 0.740. (3) The reactants are [Cl:1][C:2]1[N:3]=[N:4][C:5](Cl)=[C:6]([CH3:9])[C:7]=1[CH3:8].[CH3:11][N:12]([CH:20]1[CH2:25][CH2:24][NH:23][CH2:22][CH2:21]1)[C:13](=[O:19])[O:14][C:15]([CH3:18])([CH3:17])[CH3:16].C([O-])([O-])=O.[K+].[K+]. The catalyst is CS(C)=O.O. The product is [Cl:1][C:2]1[N:3]=[N:4][C:5]([N:23]2[CH2:22][CH2:21][CH:20]([N:12]([CH3:11])[C:13](=[O:19])[O:14][C:15]([CH3:16])([CH3:17])[CH3:18])[CH2:25][CH2:24]2)=[C:6]([CH3:9])[C:7]=1[CH3:8]. The yield is 0.650. (4) The reactants are [C:1]([Si:5]([C:18]([CH3:21])([CH3:20])[CH3:19])([OH:17])[CH2:6][C:7]([O:9]CC1C=CC=CC=1)=[O:8])([CH3:4])([CH3:3])[CH3:2].[H][H]. The catalyst is CCOC(C)=O.[Pd]. The product is [C:18]([Si:5]([C:1]([CH3:4])([CH3:3])[CH3:2])([OH:17])[CH2:6][C:7]([OH:9])=[O:8])([CH3:20])([CH3:21])[CH3:19]. The yield is 0.940. (5) The reactants are Cl[C:2]1[N:7]=[C:6]([O:8][C:9]2[CH:35]=[CH:34][C:33]([Cl:36])=[CH:32][C:10]=2[CH2:11][NH:12][C:13]([NH:15][C:16]2[N:20]([C:21]3[CH:26]=[CH:25][C:24]([CH3:27])=[CH:23][CH:22]=3)[N:19]=[C:18]([C:28]([CH3:31])([CH3:30])[CH3:29])[CH:17]=2)=[O:14])[CH:5]=[CH:4][N:3]=1.[NH:37]1[CH2:42][CH2:41][O:40][CH2:39][CH2:38]1. The catalyst is C(O)C. The product is [O:40]1[CH2:41][CH2:42][N:37]([C:2]2[N:7]=[C:6]([O:8][C:9]3[CH:35]=[CH:34][C:33]([Cl:36])=[CH:32][C:10]=3[CH2:11][NH:12][C:13]([NH:15][C:16]3[N:20]([C:21]4[CH:22]=[CH:23][C:24]([CH3:27])=[CH:25][CH:26]=4)[N:19]=[C:18]([C:28]([CH3:29])([CH3:30])[CH3:31])[CH:17]=3)=[O:14])[CH:5]=[CH:4][N:3]=2)[CH2:38][CH2:39]1. The yield is 0.840. (6) The reactants are [NH2:1][CH2:2][CH2:3][C:4]1[N:5]([CH:28]([C:35]2[CH:40]=[CH:39][CH:38]=[CH:37][CH:36]=2)[C:29]2[CH:34]=[CH:33][CH:32]=[CH:31][CH:30]=2)[C:6]2[C:11]([C:12]=1[CH2:13][CH2:14][O:15][C:16]1[CH:25]=[CH:24][C:19]([C:20]([O:22]C)=[O:21])=[C:18]([F:26])[CH:17]=1)=[CH:10][C:9]([Cl:27])=[CH:8][CH:7]=2.[Cl:41][C:42]1[CH:47]=[CH:46][CH:45]=[CH:44][C:43]=1[S:48](Cl)(=[O:50])=[O:49]. No catalyst specified. The product is [CH:28]([N:5]1[C:6]2[C:11](=[CH:10][C:9]([Cl:27])=[CH:8][CH:7]=2)[C:12]([CH2:13][CH2:14][O:15][C:16]2[CH:25]=[CH:24][C:19]([C:20]([OH:22])=[O:21])=[C:18]([F:26])[CH:17]=2)=[C:4]1[CH2:3][CH2:2][NH:1][S:48]([C:43]1[CH:44]=[CH:45][CH:46]=[CH:47][C:42]=1[Cl:41])(=[O:50])=[O:49])([C:35]1[CH:40]=[CH:39][CH:38]=[CH:37][CH:36]=1)[C:29]1[CH:30]=[CH:31][CH:32]=[CH:33][CH:34]=1. The yield is 0.730. (7) The yield is 0.846. The product is [OH:12][C:9]1[CH:10]=[C:11]2[C:6](=[CH:7][CH:8]=1)[C:5](=[O:13])[N:4]([C:14]1[CH:19]=[CH:18][C:17]([OH:20])=[CH:16][CH:15]=1)[CH:3]=[C:2]2[C:32]1[CH:33]=[CH:34][C:29]([O:28][CH3:27])=[CH:30][CH:31]=1. The catalyst is C1C=CC([P]([Pd]([P](C2C=CC=CC=2)(C2C=CC=CC=2)C2C=CC=CC=2)([P](C2C=CC=CC=2)(C2C=CC=CC=2)C2C=CC=CC=2)[P](C2C=CC=CC=2)(C2C=CC=CC=2)C2C=CC=CC=2)(C2C=CC=CC=2)C2C=CC=CC=2)=CC=1. The reactants are Br[C:2]1[C:11]2[C:6](=[CH:7][CH:8]=[C:9]([OH:12])[CH:10]=2)[C:5](=[O:13])[N:4]([C:14]2[CH:19]=[CH:18][C:17]([OH:20])=[CH:16][CH:15]=2)[CH:3]=1.C(=O)([O-])[O-].[K+].[K+].[CH3:27][O:28][C:29]1[CH:34]=[CH:33][C:32](B(O)O)=[CH:31][CH:30]=1.